Dataset: Peptide-MHC class I binding affinity with 185,985 pairs from IEDB/IMGT. Task: Regression. Given a peptide amino acid sequence and an MHC pseudo amino acid sequence, predict their binding affinity value. This is MHC class I binding data. (1) The peptide sequence is KSLYNTVATLY. The MHC is HLA-B18:01 with pseudo-sequence HLA-B18:01. The binding affinity (normalized) is 0.0847. (2) The peptide sequence is RTTLWCDVR. The MHC is HLA-B35:01 with pseudo-sequence HLA-B35:01. The binding affinity (normalized) is 0.0847. (3) The peptide sequence is RAGAGVMPK. The MHC is HLA-A03:01 with pseudo-sequence HLA-A03:01. The binding affinity (normalized) is 0.595. (4) The peptide sequence is RRSLLAHVR. The MHC is HLA-B07:02 with pseudo-sequence HLA-B07:02. The binding affinity (normalized) is 0.0847. (5) The peptide sequence is NTILLSDKGK. The MHC is HLA-A31:01 with pseudo-sequence HLA-A31:01. The binding affinity (normalized) is 0.0835. (6) The peptide sequence is LQISRVNDL. The MHC is HLA-A02:06 with pseudo-sequence HLA-A02:06. The binding affinity (normalized) is 0.498. (7) The peptide sequence is ATEDPSSGY. The MHC is HLA-A29:02 with pseudo-sequence HLA-A29:02. The binding affinity (normalized) is 0.0847.